This data is from Reaction yield outcomes from USPTO patents with 853,638 reactions. The task is: Predict the reaction yield, written as a fraction of the theoretical maximum amount of product (1.0 means a 100% yield; for example, 0.34 means a 34% yield). The yield is 0.470. The product is [C:1]1([CH2:7][CH2:8][O:9][C:10]2[N:18]=[C:17]3[C:13]([N:14]=[C:15]([CH:21]4[CH2:25][CH2:24][CH2:23][O:22]4)[N:16]3[CH2:19][CH3:20])=[C:12]([NH2:26])[N:11]=2)[CH:6]=[CH:5][CH:4]=[CH:3][CH:2]=1. The reactants are [C:1]1([CH2:7][CH2:8][O:9][C:10]2[N:18]=[C:17]3[C:13]([N:14]=[C:15]([C:21]4[O:22][CH:23]=[CH:24][CH:25]=4)[N:16]3[CH2:19][CH3:20])=[C:12]([NH2:26])[N:11]=2)[CH:6]=[CH:5][CH:4]=[CH:3][CH:2]=1.[H][H]. The catalyst is C(O)(C)C.Cl.[OH-].[OH-].[Pd+2].